From a dataset of Peptide-MHC class I binding affinity with 185,985 pairs from IEDB/IMGT. Regression. Given a peptide amino acid sequence and an MHC pseudo amino acid sequence, predict their binding affinity value. This is MHC class I binding data. (1) The MHC is HLA-A24:02 with pseudo-sequence HLA-A24:02. The binding affinity (normalized) is 0.0847. The peptide sequence is IVKYKQYLK. (2) The peptide sequence is TLISLNSMY. The MHC is HLA-A03:01 with pseudo-sequence HLA-A03:01. The binding affinity (normalized) is 0.534. (3) The peptide sequence is FVFSTSFYL. The binding affinity (normalized) is 1.00. The MHC is HLA-A68:02 with pseudo-sequence HLA-A68:02.